This data is from Full USPTO retrosynthesis dataset with 1.9M reactions from patents (1976-2016). The task is: Predict the reactants needed to synthesize the given product. Given the product [NH2:11][C@H:12]1[CH2:16][CH2:15][CH2:14][C@H:13]1[C:17]([O:19][CH3:20])=[O:18], predict the reactants needed to synthesize it. The reactants are: C(OC([NH:11][C@H:12]1[CH2:16][CH2:15][CH2:14][C@H:13]1[C:17]([O:19][CH3:20])=[O:18])=O)C1C=CC=CC=1.